This data is from Full USPTO retrosynthesis dataset with 1.9M reactions from patents (1976-2016). The task is: Predict the reactants needed to synthesize the given product. (1) Given the product [O:23]1[CH:27]=[CH:26][C:25]([C:2]2[C:3]([CH3:22])=[N:4][C:5]3[C:10]([N:11]=2)=[C:9]([C:12]2[NH:20][C:19]4[CH2:18][CH2:17][NH:16][C:15](=[O:21])[C:14]=4[CH:13]=2)[CH:8]=[CH:7][CH:6]=3)=[CH:24]1, predict the reactants needed to synthesize it. The reactants are: Cl[C:2]1[C:3]([CH3:22])=[N:4][C:5]2[C:10]([N:11]=1)=[C:9]([C:12]1[NH:20][C:19]3[CH2:18][CH2:17][NH:16][C:15](=[O:21])[C:14]=3[CH:13]=1)[CH:8]=[CH:7][CH:6]=2.[O:23]1[CH:27]=[CH:26][C:25](B(O)O)=[CH:24]1.C([O-])([O-])=O.[Na+].[Na+].CO.C(Cl)Cl. (2) The reactants are: [F:1][C:2]1[CH:10]=[CH:9][C:5]([C:6](O)=[O:7])=[CH:4][N:3]=1.Cl.[CH3:12][NH:13][O:14][CH3:15].Cl.CN(C)CCCN=C=NCC.C(N(CC)CC)C. Given the product [F:1][C:2]1[CH:10]=[CH:9][C:5]([C:6]([N:13]([O:14][CH3:15])[CH3:12])=[O:7])=[CH:4][N:3]=1, predict the reactants needed to synthesize it. (3) Given the product [CH:1]([O:4][C:5](=[O:23])[N:6]([C@H:8]1[CH2:12][CH2:11][N:10]([C:13]2[CH:14]=[CH:15][C:16]3[N:17]([C:19]([C:31]4[C:26]([O:25][CH3:24])=[N:27][CH:28]=[CH:29][CH:30]=4)=[CH:20][N:21]=3)[N:18]=2)[CH2:9]1)[CH3:7])([CH3:3])[CH3:2], predict the reactants needed to synthesize it. The reactants are: [CH:1]([O:4][C:5](=[O:23])[N:6]([C@H:8]1[CH2:12][CH2:11][N:10]([C:13]2[CH:14]=[CH:15][C:16]3[N:17]([C:19](Br)=[CH:20][N:21]=3)[N:18]=2)[CH2:9]1)[CH3:7])([CH3:3])[CH3:2].[CH3:24][O:25][C:26]1[C:31](B(O)O)=[CH:30][CH:29]=[CH:28][N:27]=1.C([O-])([O-])=O.[K+].[K+]. (4) Given the product [Br:12][C:4]1[C:3]([O:2][CH3:1])=[CH:8][C:7]([O:9][CH3:10])=[C:6]([Br:19])[N:5]=1, predict the reactants needed to synthesize it. The reactants are: [CH3:1][O:2][C:3]1[CH:4]=[N:5][CH:6]=[C:7]([O:9][CH3:10])[CH:8]=1.Cl.[Br-:12].[K+].S(=O)(=O)(O)O.[Br:19]([O-])(=O)=O.[K+].S([O-])([O-])=O.[Na+].[Na+]. (5) Given the product [F:14][C:4]1[CH:3]=[C:2]([N:64]2[CH2:65][CH2:66][C@H:62]([C:60]([N:57]3[CH2:56][CH2:55][N:54]([CH:52]([CH3:53])[CH3:51])[CH2:59][CH2:58]3)=[O:61])[CH2:63]2)[CH:7]=[CH:6][C:5]=1[C:8]1[O:12][N:11]=[C:10]([CH3:13])[N:9]=1, predict the reactants needed to synthesize it. The reactants are: Br[C:2]1[CH:7]=[CH:6][C:5]([C:8]2[O:12][N:11]=[C:10]([CH3:13])[N:9]=2)=[C:4]([F:14])[CH:3]=1.C1(P(C2CCCCC2)C2C=CC=CC=2C2C=CC=CC=2N(C)C)CCCCC1.P([O-])([O-])([O-])=O.[K+].[K+].[K+].[CH3:51][CH:52]([N:54]1[CH2:59][CH2:58][N:57]([C:60]([C@H:62]2[CH2:66][CH2:65][NH:64][CH2:63]2)=[O:61])[CH2:56][CH2:55]1)[CH3:53].